This data is from Full USPTO retrosynthesis dataset with 1.9M reactions from patents (1976-2016). The task is: Predict the reactants needed to synthesize the given product. (1) Given the product [CH3:30][O:29][C:27](=[O:28])[C:26]1[CH:25]=[CH:24][C:23]([C:2]2[CH:7]=[CH:6][N:5]=[C:4]([CH2:8][CH3:9])[C:3]=2[C:10]#[C:11][C:12]2[CH:17]=[N:16][C:15]([NH2:18])=[CH:14][CH:13]=2)=[CH:22][C:21]=1[O:20][CH3:19], predict the reactants needed to synthesize it. The reactants are: Cl[C:2]1[CH:7]=[CH:6][N:5]=[C:4]([CH2:8][CH3:9])[C:3]=1[C:10]#[C:11][C:12]1[CH:13]=[CH:14][C:15]([NH2:18])=[N:16][CH:17]=1.[CH3:19][O:20][C:21]1[CH:22]=[C:23](B(O)O)[CH:24]=[CH:25][C:26]=1[C:27]([O:29][CH3:30])=[O:28].CC(C1C=C(C(C)C)C(C2C=CC=CC=2P(C2CCCCC2)C2CCCCC2)=C(C(C)C)C=1)C.[O-]P([O-])([O-])=O.[K+].[K+].[K+]. (2) Given the product [C:1]([O:7][C:8]1[C:9]([CH3:18])=[C:10]2[N:15]([CH:16]=1)[N:14]=[CH:13][N:12]=[C:11]2[O:29][C:21]1[CH:22]=[CH:23][C:24]([N+:26]([O-:28])=[O:27])=[CH:25][C:20]=1[F:19])(=[O:6])[C:2]([CH3:5])([CH3:4])[CH3:3], predict the reactants needed to synthesize it. The reactants are: [C:1]([O:7][C:8]1[C:9]([CH3:18])=[C:10]2[N:15]([CH:16]=1)[N:14]=[CH:13][N:12]=[C:11]2Cl)(=[O:6])[C:2]([CH3:5])([CH3:4])[CH3:3].[F:19][C:20]1[CH:25]=[C:24]([N+:26]([O-:28])=[O:27])[CH:23]=[CH:22][C:21]=1[OH:29].C1N2CCN(CC2)C1. (3) Given the product [F:33][C:28]1[CH:29]=[CH:30][CH:31]=[CH:32][C:27]=1[C:19]1[C:18]([CH3:34])=[C:17]([NH:1][C:2]2[CH:9]=[C:8]([N:10]3[CH2:11][CH2:12][O:13][CH2:14][CH2:15]3)[CH:7]=[CH:6][C:3]=2[C:4]#[N:5])[C:26]2[C:21](=[CH:22][CH:23]=[CH:24][CH:25]=2)[N:20]=1, predict the reactants needed to synthesize it. The reactants are: [NH2:1][C:2]1[CH:9]=[C:8]([N:10]2[CH2:15][CH2:14][O:13][CH2:12][CH2:11]2)[CH:7]=[CH:6][C:3]=1[C:4]#[N:5].Cl[C:17]1[C:26]2[C:21](=[CH:22][CH:23]=[CH:24][CH:25]=2)[N:20]=[C:19]([C:27]2[CH:32]=[CH:31][CH:30]=[CH:29][C:28]=2[F:33])[C:18]=1[CH3:34].Cl.O1CCOCC1. (4) Given the product [NH2:22][CH2:23][CH2:24][NH:25][CH2:26][C:27]([OH:29])=[O:28].[CH:18]1[C:19]2[C:14](=[N:13][C:12]3[C:21]([C:20]=2[NH:22][CH2:23][CH2:24][NH:25][CH2:26][C:27]([OH:29])=[O:28])=[CH:8][CH:9]=[CH:10][CH:11]=3)[CH:15]=[CH:16][CH:17]=1, predict the reactants needed to synthesize it. The reactants are: O([C:8]1[C:21]2[C:12](=[N:13][C:14]3[C:19]([CH:20]=2)=[CH:18][CH:17]=[CH:16][CH:15]=3)[CH:11]=[CH:10][CH:9]=1)C1C=CC=CC=1.[NH2:22][CH2:23][CH2:24][NH:25][CH2:26][C:27]([OH:29])=[O:28]. (5) The reactants are: Br[C:2]1[CH:7]=[CH:6][CH:5]=[CH:4][C:3]=1[N+:8]([O-])=O.[CH:11]1[CH:16]=[CH:15][C:14]([O:17][C:18]2[CH:23]=[CH:22][C:21](Br)=[CH:20][CH:19]=2)=[CH:13][CH:12]=1.C(P(C(C)(C)C)C1C=[CH:34][CH:33]=[CH:32][C:31]=1[C:36]1[CH:41]=[CH:40][CH:39]=[CH:38][CH:37]=1)(C)(C)C.P([O-])([O-])([O-])=[O:47].[K+].[K+].[K+].[C:54]([O:57][CH2:58][CH2:59][CH2:60]C)(=O)[CH3:55]. Given the product [O:17]([C:18]1[CH:23]=[CH:22][C:21]([N:8]2[C:3]3[C:2](=[CH:7][C:6]([CH2:60][CH2:59][C:58]([O:57][CH2:54][CH3:55])=[O:47])=[CH:5][CH:4]=3)[C:33]([CH2:32][CH2:31][C:36]3[CH:37]=[CH:38][CH:39]=[CH:40][CH:41]=3)=[CH:34]2)=[CH:20][CH:19]=1)[C:14]1[CH:15]=[CH:16][CH:11]=[CH:12][CH:13]=1, predict the reactants needed to synthesize it. (6) The reactants are: [NH:1]1[CH:5]=[C:4]([CH2:6][N:7]([CH2:11][C:12]2[CH:17]=[CH:16][CH:15]=[CH:14][CH:13]=2)[CH2:8][CH2:9]Cl)[N:3]=[CH:2]1.C(N(CC)CC)C. Given the product [CH2:11]([N:7]1[CH2:8][CH2:9][N:3]2[CH:2]=[N:1][CH:5]=[C:4]2[CH2:6]1)[C:12]1[CH:17]=[CH:16][CH:15]=[CH:14][CH:13]=1, predict the reactants needed to synthesize it.